This data is from Reaction yield outcomes from USPTO patents with 853,638 reactions. The task is: Predict the reaction yield, written as a fraction of the theoretical maximum amount of product (1.0 means a 100% yield; for example, 0.34 means a 34% yield). The reactants are [N+:1]([C:4]1[CH:17]=[CH:16][C:7]([O:8][C:9]2[CH:14]=[CH:13][N:12]=[C:11]([NH2:15])[CH:10]=2)=[CH:6][CH:5]=1)([O-:3])=[O:2].CCN(C(C)C)C(C)C.[CH3:27][O:28][CH2:29][C:30](Cl)=[O:31]. The catalyst is C(Cl)Cl. The product is [CH3:27][O:28][CH2:29][C:30]([NH:15][C:11]1[CH:10]=[C:9]([O:8][C:7]2[CH:16]=[CH:17][C:4]([N+:1]([O-:3])=[O:2])=[CH:5][CH:6]=2)[CH:14]=[CH:13][N:12]=1)=[O:31]. The yield is 0.920.